From a dataset of Reaction yield outcomes from USPTO patents with 853,638 reactions. Predict the reaction yield, written as a fraction of the theoretical maximum amount of product (1.0 means a 100% yield; for example, 0.34 means a 34% yield). (1) The reactants are [Cl:1][C:2]1[CH:14]=[C:13]([C:15]2[CH2:18][CH:17]([C:19]([N:21]3[CH2:25][CH2:24][CH2:23][CH2:22]3)=[O:20])[CH:16]=2)[CH:12]=[CH:11][C:3]=1[CH2:4][N:5]1[CH2:9][CH2:8][CH2:7][C@H:6]1[CH3:10].FC(F)(F)C([O-])=O. The catalyst is C(O)C.C1C=CC(P(C2C=CC=CC=2)C2C=CC=CC=2)=CC=1.C1C=CC(P(C2C=CC=CC=2)C2C=CC=CC=2)=CC=1.C1C=CC(P(C2C=CC=CC=2)C2C=CC=CC=2)=CC=1.[Cl-].[Rh]. The product is [ClH:1].[Cl:1][C:2]1[CH:14]=[C:13]([C@H:15]2[CH2:18][C@H:17]([C:19]([N:21]3[CH2:25][CH2:24][CH2:23][CH2:22]3)=[O:20])[CH2:16]2)[CH:12]=[CH:11][C:3]=1[CH2:4][N:5]1[CH2:9][CH2:8][CH2:7][C@H:6]1[CH3:10]. The yield is 0.200. (2) The reactants are [Cl:1][C:2]1[C:7]([Cl:8])=[CH:6][C:5]([NH:9][C:10]2[C:19]3[C:14](=[CH:15][C:16]([O:23][CH2:24][CH2:25][O:26][CH2:27][CH2:28][OH:29])=[C:17]([N+:20]([O-:22])=[O:21])[CH:18]=3)[N:13]=[CH:12][N:11]=2)=[C:4]([F:30])[CH:3]=1.ClC1C(Cl)=CC(NC2C3C(=CC(F)=C([N+]([O-])=O)C=3)N=CN=2)=C(F)C=1.C([Si](C)(C)[O:60][CH2:61][CH2:62][O:63][CH2:64][CH2:65][O:60][CH2:61][CH2:62][O:63][CH2:64][CH2:65]O)(C)(C)C.[K]. The catalyst is CS(C)=O. The product is [Cl:1][C:2]1[C:7]([Cl:8])=[CH:6][C:5]([NH:9][C:10]2[C:19]3[C:14](=[CH:15][C:16]([O:23][CH2:24][CH2:25][O:26][CH2:27][CH2:28][O:29][CH2:65][CH2:64][O:63][CH2:62][CH2:61][OH:60])=[C:17]([N+:20]([O-:22])=[O:21])[CH:18]=3)[N:13]=[CH:12][N:11]=2)=[C:4]([F:30])[CH:3]=1. The yield is 0.420.